From a dataset of Peptide-MHC class I binding affinity with 185,985 pairs from IEDB/IMGT. Regression. Given a peptide amino acid sequence and an MHC pseudo amino acid sequence, predict their binding affinity value. This is MHC class I binding data. The peptide sequence is RQFVSNNGK. The MHC is HLA-A30:01 with pseudo-sequence HLA-A30:01. The binding affinity (normalized) is 0.572.